This data is from Full USPTO retrosynthesis dataset with 1.9M reactions from patents (1976-2016). The task is: Predict the reactants needed to synthesize the given product. (1) Given the product [CH2:31]1[CH2:1][O:2][C:3]2([CH2:20][CH2:19][C:18]3[C:5]([CH2:6][CH2:7][C@@H:8]4[C:17]=3[C@@H:16]([C:21]3[CH:26]=[CH:25][C:24]([Br:27])=[CH:23][CH:22]=3)[CH2:15][C@@:13]3([CH3:14])[C@H:9]4[CH2:10][CH2:11][C:12]3=[O:28])=[CH:4]2)[O:30]1, predict the reactants needed to synthesize it. The reactants are: [CH2:1]1[CH2:31][O:30][C:3]2([CH2:20][CH2:19][C:18]3[C@@:5](O)([CH2:6][CH2:7][C@@H:8]4[C:17]=3[C@@H:16]([C:21]3[CH:26]=[CH:25][C:24]([Br:27])=[CH:23][CH:22]=3)[CH2:15][C@@:13]3([CH3:14])[C@H:9]4[CH2:10][CH2:11][C:12]3=[O:28])[CH2:4]2)[O:2]1.C(OC(=O)C)(=O)C. (2) Given the product [CH3:1][S:2]([C:5]1[CH:6]=[CH:7][C:8]([CH2:9][N:10]2[C:19]3[C:14](=[CH:15][CH:16]=[CH:17][CH:18]=3)[N:13]([C:26]([N:36]3[CH2:40][CH2:39][CH:38]([C:41]4[CH:42]=[N:43][NH:44][CH:45]=4)[CH2:37]3)=[O:32])[CH2:12][CH2:11]2)=[CH:20][CH:21]=1)(=[O:3])=[O:4], predict the reactants needed to synthesize it. The reactants are: [CH3:1][S:2]([C:5]1[CH:21]=[CH:20][C:8]([CH2:9][N:10]2[C:19]3[C:14](=[CH:15][CH:16]=[CH:17][CH:18]=3)[NH:13][CH2:12][CH2:11]2)=[CH:7][CH:6]=1)(=[O:4])=[O:3].ClC(Cl)(O[C:26](=[O:32])OC(Cl)(Cl)Cl)Cl.Cl.Cl.[NH:36]1[CH2:40][CH2:39][CH:38]([C:41]2[CH:42]=[N:43][NH:44][CH:45]=2)[CH2:37]1.C(=O)([O-])O.[Na+]. (3) Given the product [CH:1]1([NH:4][CH2:20][C:18]2[S:17][C:8]3[N:9]=[C:10]([C:12]4[O:13][CH:14]=[CH:15][CH:16]=4)[N:11]=[C:6]([NH2:5])[C:7]=3[CH:19]=2)[CH2:3][CH2:2]1, predict the reactants needed to synthesize it. The reactants are: [CH:1]1([NH2:4])[CH2:3][CH2:2]1.[NH2:5][C:6]1[C:7]2[CH:19]=[C:18]([CH:20]=O)[S:17][C:8]=2[N:9]=[C:10]([C:12]2[O:13][CH:14]=[CH:15][CH:16]=2)[N:11]=1.C(C1SC(C#N)=CC=1)(C)(C)C. (4) Given the product [Br:8][C:9]1[C:10]([CH2:34][C:35]([O:37][CH3:38])=[O:36])=[C:11]([C:23]2[O:27][C:26]([CH2:28][CH2:29][C:30]([O:32][CH3:33])=[O:31])=[CH:25][CH:24]=2)[C:12]([O:19][CH2:20][O:21][CH3:22])=[CH:13][C:14]=1[O:15][CH2:16][O:17][CH3:18], predict the reactants needed to synthesize it. The reactants are: C([SiH](CC)CC)C.[Br:8][C:9]1[C:10]([CH2:34][C:35]([O:37][CH3:38])=[O:36])=[C:11]([C:23]2[O:27][C:26]([CH:28]=[CH:29][C:30]([O:32][CH3:33])=[O:31])=[CH:25][CH:24]=2)[C:12]([O:19][CH2:20][O:21][CH3:22])=[CH:13][C:14]=1[O:15][CH2:16][O:17][CH3:18]. (5) Given the product [CH2:10]([O:12][C:13]([C:15]1[NH:16][CH:17]=[CH:18][C:19]=1[NH:20][CH2:8][C:6]1[NH:7][C:2](=[O:1])[CH:3]=[CH:4][CH:5]=1)=[O:14])[CH3:11], predict the reactants needed to synthesize it. The reactants are: [O:1]=[C:2]1[NH:7][C:6]([CH:8]=O)=[CH:5][CH:4]=[CH:3]1.[CH2:10]([O:12][C:13]([C:15]1[NH:16][CH:17]=[CH:18][C:19]=1[NH2:20])=[O:14])[CH3:11].CC(O)=O.[BH3-]C#N.[Na+]. (6) Given the product [Br:1][C:2]1[CH:3]=[N:4][N:5]([C:7]2[CH:12]=[CH:11][N:10]=[CH:9][C:8]=2[N:14]2[CH2:19][CH2:18][CH:17]([C:20]([O:22][CH2:23][CH3:24])=[O:21])[CH2:16][CH2:15]2)[CH:6]=1, predict the reactants needed to synthesize it. The reactants are: [Br:1][C:2]1[CH:3]=[N:4][N:5]([C:7]2[CH:12]=[CH:11][N:10]=[CH:9][C:8]=2F)[CH:6]=1.[NH:14]1[CH2:19][CH2:18][CH:17]([C:20]([O:22][CH2:23][CH3:24])=[O:21])[CH2:16][CH2:15]1.